From a dataset of Full USPTO retrosynthesis dataset with 1.9M reactions from patents (1976-2016). Predict the reactants needed to synthesize the given product. (1) Given the product [Cl:1][C:2]1[C:3]2[N:10]([CH2:18][C:19]3[O:23][C:22]([C:24]([O:26][CH2:27][CH3:28])=[O:25])=[CH:21][CH:20]=3)[CH:9]=[CH:8][C:4]=2[N:5]=[CH:6][N:7]=1, predict the reactants needed to synthesize it. The reactants are: [Cl:1][C:2]1[C:3]2[NH:10][CH:9]=[CH:8][C:4]=2[N:5]=[CH:6][N:7]=1.C(=O)([O-])[O-].[K+].[K+].Cl[CH2:18][C:19]1[O:23][C:22]([C:24]([O:26][CH2:27][CH3:28])=[O:25])=[CH:21][CH:20]=1. (2) Given the product [F:14][C:2]([F:1])([F:15])[C:3]1[CH:4]=[CH:5][C:6](/[CH:9]=[CH:10]/[C:11]([NH:26][C:25]2[CH:27]=[CH:28][CH:29]=[C:23]([C:20]3[N:21]([CH3:22])[C:17]([CH3:16])=[N:18][CH:19]=3)[CH:24]=2)=[O:13])=[CH:7][CH:8]=1, predict the reactants needed to synthesize it. The reactants are: [F:1][C:2]([F:15])([F:14])[C:3]1[CH:8]=[CH:7][C:6]([CH:9]=[CH:10][C:11]([OH:13])=O)=[CH:5][CH:4]=1.[CH3:16][C:17]1[N:21]([CH3:22])[C:20]([C:23]2[CH:24]=[C:25]([CH:27]=[CH:28][CH:29]=2)[NH2:26])=[CH:19][N:18]=1. (3) Given the product [Br:9][C:7]1[CH:6]=[CH:5][C:4]([NH:10][C:11]([C:13]2[CH:18]=[CH:17][CH:16]=[CH:15][N:14]=2)=[O:12])=[C:3]([CH:8]=1)[CH2:2][NH:1][C:34]([C:29]1[CH:30]=[CH:31][CH:32]=[CH:33][N:28]=1)=[O:35], predict the reactants needed to synthesize it. The reactants are: [NH2:1][CH2:2][C:3]1[CH:8]=[C:7]([Br:9])[CH:6]=[CH:5][C:4]=1[NH:10][C:11]([C:13]1[CH:18]=[CH:17][CH:16]=[CH:15][N:14]=1)=[O:12].C(N(CC)C(C)C)(C)C.[N:28]1[CH:33]=[CH:32][CH:31]=[CH:30][C:29]=1[C:34](Cl)=[O:35]. (4) Given the product [Br:1][C:2]1[CH:3]=[C:4]([C:8]2[C:9](=[O:11])[N:29]([CH3:28])[C:30]([S:31][CH3:33])=[N:15][C:14]=2[C:16]2[CH:21]=[CH:20][N:19]=[CH:18][CH:17]=2)[CH:5]=[CH:6][CH:7]=1, predict the reactants needed to synthesize it. The reactants are: [Br:1][C:2]1[CH:3]=[C:4]([CH2:8][C:9]([O:11]CC)=O)[CH:5]=[CH:6][CH:7]=1.[C:14]([C:16]1[CH:21]=[CH:20][N:19]=[CH:18][CH:17]=1)#[N:15].CC([O-])(C)C.[K+].[CH3:28][N:29]=[C:30]=[S:31].I[CH3:33]. (5) Given the product [Br:1][C:2]1[CH:8]=[CH:7][CH:6]=[CH:5][C:3]=1[NH:4][S:17]([C:16]([F:29])([F:28])[F:15])(=[O:19])=[O:18], predict the reactants needed to synthesize it. The reactants are: [Br:1][C:2]1[CH:8]=[CH:7][CH:6]=[CH:5][C:3]=1[NH2:4].N1C=CC=CC=1.[F:15][C:16]([F:29])([F:28])[S:17](O[S:17]([C:16]([F:29])([F:28])[F:15])(=[O:19])=[O:18])(=[O:19])=[O:18].